From a dataset of Reaction yield outcomes from USPTO patents with 853,638 reactions. Predict the reaction yield, written as a fraction of the theoretical maximum amount of product (1.0 means a 100% yield; for example, 0.34 means a 34% yield). The reactants are [N+:1]([C:4]1[CH:5]=[C:6]([CH:8]=[CH:9][CH:10]=1)[NH2:7])([O-:3])=[O:2].[C:11](Cl)(=[O:14])[CH:12]=[CH2:13]. The catalyst is C1COCC1. The product is [N+:1]([C:4]1[CH:5]=[C:6]([NH:7][C:11](=[O:14])[CH:12]=[CH2:13])[CH:8]=[CH:9][CH:10]=1)([O-:3])=[O:2]. The yield is 0.415.